This data is from Full USPTO retrosynthesis dataset with 1.9M reactions from patents (1976-2016). The task is: Predict the reactants needed to synthesize the given product. Given the product [Cl:1][C:2]1[CH:3]=[CH:4][C:5]([C:8]2[CH:12]=[C:11]([CH:13]3[CH2:14][CH2:15][CH:16]([C:26]4[CH:31]=[CH:30][CH:29]=[CH:28][CH:27]=4)[NH:17][CH2:18]3)[N:10]([C:32]3[N:33]=[CH:34][CH:35]=[CH:36][N:37]=3)[N:9]=2)=[CH:6][CH:7]=1, predict the reactants needed to synthesize it. The reactants are: [Cl:1][C:2]1[CH:7]=[CH:6][C:5]([C:8]2[CH:12]=[C:11]([CH:13]3[CH2:18][N:17](C(OC(C)(C)C)=O)[CH:16]([C:26]4[CH:31]=[CH:30][CH:29]=[CH:28][CH:27]=4)[CH2:15][CH2:14]3)[N:10]([C:32]3[N:37]=[CH:36][CH:35]=[CH:34][N:33]=3)[N:9]=2)=[CH:4][CH:3]=1.Cl.